From a dataset of Peptide-MHC class I binding affinity with 185,985 pairs from IEDB/IMGT. Regression. Given a peptide amino acid sequence and an MHC pseudo amino acid sequence, predict their binding affinity value. This is MHC class I binding data. (1) The peptide sequence is IFKLTYQNK. The MHC is HLA-A30:01 with pseudo-sequence HLA-A30:01. The binding affinity (normalized) is 0.461. (2) The peptide sequence is FIKQGFNNL. The MHC is HLA-A02:01 with pseudo-sequence HLA-A02:01. The binding affinity (normalized) is 0.0535. (3) The peptide sequence is IEELRQHLL. The MHC is HLA-A02:03 with pseudo-sequence HLA-A02:03. The binding affinity (normalized) is 0. (4) The peptide sequence is SASSMVNGVV. The MHC is HLA-A68:02 with pseudo-sequence HLA-A68:02. The binding affinity (normalized) is 0.785. (5) The MHC is HLA-A69:01 with pseudo-sequence HLA-A69:01. The binding affinity (normalized) is 0.0847. The peptide sequence is IPRRNVATL. (6) The peptide sequence is EREQTLNQL. The MHC is Mamu-B03 with pseudo-sequence Mamu-B03. The binding affinity (normalized) is 0.147. (7) The peptide sequence is GSRAYRNAL. The MHC is HLA-A01:01 with pseudo-sequence HLA-A01:01. The binding affinity (normalized) is 0.0847. (8) The peptide sequence is LPLNRAYPL. The MHC is HLA-B39:01 with pseudo-sequence HLA-B39:01. The binding affinity (normalized) is 0.787. (9) The peptide sequence is KLFPRLPGI. The MHC is HLA-A02:06 with pseudo-sequence HLA-A02:06. The binding affinity (normalized) is 0.927. (10) The peptide sequence is CIVAAVIIMA. The MHC is HLA-A02:01 with pseudo-sequence HLA-A02:01. The binding affinity (normalized) is 0.302.